This data is from Forward reaction prediction with 1.9M reactions from USPTO patents (1976-2016). The task is: Predict the product of the given reaction. (1) Given the reactants [F:1][C:2]1[CH:9]=[C:8]([OH:10])[CH:7]=[CH:6][C:3]=1[C:4]#[N:5].C(=O)([O-])[O-].[K+].[K+].[CH2:17](Br)[C:18]1[CH:23]=[CH:22][CH:21]=[CH:20][CH:19]=1, predict the reaction product. The product is: [CH2:17]([O:10][C:8]1[CH:7]=[CH:6][C:3]([C:4]#[N:5])=[C:2]([F:1])[CH:9]=1)[C:18]1[CH:23]=[CH:22][CH:21]=[CH:20][CH:19]=1. (2) Given the reactants Cl[C:2]1[C:3]([CH:5]=[C:6]([NH:10][C:11]2[C:20]3[C:15](=[CH:16][C:17]([O:23][CH2:24]COC)=[C:18]([O:21][CH3:22])[CH:19]=3)[N:14]=[CH:13][N:12]=2)[C:7](=[O:9])[CH:8]=1)=[O:4].[Cl:28][C:29]1[CH:34]=[CH:33][C:32]([OH:35])=[CH:31][CH:30]=1, predict the reaction product. The product is: [Cl:28][C:29]1[CH:34]=[CH:33][C:32]([O:35][C:2]2[C:3]([CH:5]=[C:6]([NH:10][C:11]3[C:20]4[C:15](=[CH:16][C:17]([O:23][CH3:24])=[C:18]([O:21][CH3:22])[CH:19]=4)[N:14]=[CH:13][N:12]=3)[C:7](=[O:9])[CH:8]=2)=[O:4])=[CH:31][CH:30]=1.